From a dataset of Forward reaction prediction with 1.9M reactions from USPTO patents (1976-2016). Predict the product of the given reaction. (1) Given the reactants [Cl:1][C:2]1[CH:7]=[CH:6][CH:5]=[CH:4][C:3]=1[C:8]1[C:9](=[O:24])[N:10]([C:18]2[CH:23]=[CH:22][CH:21]=[CH:20][CH:19]=2)[CH:11]=[C:12]([C:14]([O:16][CH3:17])=O)[CH:13]=1.Br[C:26]1[C:27](=O)[N:28](C2C=CC=CC=2)[CH:29]=[C:30](C(OC)=O)[CH:31]=1.ClC1C=CC=CC=1B(O)O.C(Cl)(=O)C(Cl)=O.NC1C=CC=CC=1O, predict the reaction product. The product is: [Cl:1][C:2]1[CH:7]=[CH:6][CH:5]=[CH:4][C:3]=1[C:8]1[C:9](=[O:24])[N:10]([C:18]2[CH:19]=[CH:20][CH:21]=[CH:22][CH:23]=2)[CH:11]=[C:12]([C:14]2[O:16][C:17]3[CH:29]=[CH:30][CH:31]=[CH:26][C:27]=3[N:28]=2)[CH:13]=1. (2) Given the reactants Br[CH2:2][C:3]1[N:8]([C:9]2[CH:14]=[CH:13][CH:12]=[C:11]([C:15]([F:18])([F:17])[F:16])[CH:10]=2)[C:7](=[O:19])[C:6]([C:20]([OH:22])=[O:21])=[CH:5][CH:4]=1.[OH-:23].[Na+], predict the reaction product. The product is: [OH:23][CH2:2][C:3]1[N:8]([C:9]2[CH:14]=[CH:13][CH:12]=[C:11]([C:15]([F:18])([F:17])[F:16])[CH:10]=2)[C:7](=[O:19])[C:6]([C:20]([OH:22])=[O:21])=[CH:5][CH:4]=1. (3) Given the reactants [Br:1][C:2]1[CH:3]=[C:4]([CH:8]=[CH:9][C:10]=1[F:11])[C:5]([OH:7])=[O:6].[Cl:12][S:13](O)(=[O:15])=[O:14], predict the reaction product. The product is: [Br:1][C:2]1[CH:3]=[C:4]([CH:8]=[C:9]([S:13]([Cl:12])(=[O:15])=[O:14])[C:10]=1[F:11])[C:5]([OH:7])=[O:6]. (4) Given the reactants [NH:1]1[CH2:5][CH2:4][N:3]=[C:2]1[CH:6]=[C:7]([C:18]1[CH:27]=[CH:26][C:25]2[C:20](=[CH:21][CH:22]=[CH:23][CH:24]=2)[N:19]=1)[C:8]1[CH:13]=[CH:12][CH:11]=[C:10]([C:14]([F:17])([F:16])[F:15])[CH:9]=1, predict the reaction product. The product is: [NH:3]1[CH2:4][CH2:5][N:1]=[C:2]1[CH2:6][CH:7]([C:18]1[CH:27]=[CH:26][C:25]2[C:20](=[CH:21][CH:22]=[CH:23][CH:24]=2)[N:19]=1)[C:8]1[CH:13]=[CH:12][CH:11]=[C:10]([C:14]([F:17])([F:15])[F:16])[CH:9]=1.